This data is from Catalyst prediction with 721,799 reactions and 888 catalyst types from USPTO. The task is: Predict which catalyst facilitates the given reaction. (1) Reactant: [CH3:1][N:2]1[C:6](=[O:7])[C:5]([CH:8]=O)=[C:4]([C:10]2[CH:15]=[CH:14][CH:13]=[CH:12][C:11]=2[C:16]([F:19])([F:18])[F:17])[NH:3]1. Product: [CH3:1][N:2]1[C:6]([OH:7])=[C:5]([CH3:8])[C:4]([C:10]2[CH:15]=[CH:14][CH:13]=[CH:12][C:11]=2[C:16]([F:17])([F:19])[F:18])=[N:3]1. The catalyst class is: 15. (2) The catalyst class is: 5. Reactant: C[O:2][C:3]1[N:12]=[C:11]([C:13]2[CH:18]=[CH:17][C:16]([C:19]([F:22])([F:21])[F:20])=[CH:15][C:14]=2[O:23][CH3:24])[C:10]2[C:5](=[CH:6][C:7]([S:25]([NH:28][C:29]3[S:30][CH:31]=[CH:32][N:33]=3)(=[O:27])=[O:26])=[CH:8][CH:9]=2)[N:4]=1.C(Cl)(=O)C. Product: [NH4+:4].[OH-:2].[CH3:24][O:23][C:14]1[CH:15]=[C:16]([C:19]([F:22])([F:20])[F:21])[CH:17]=[CH:18][C:13]=1[C:11]1[C:10]2[C:5](=[CH:6][C:7]([S:25]([NH:28][C:29]3[S:30][CH:31]=[CH:32][N:33]=3)(=[O:26])=[O:27])=[CH:8][CH:9]=2)[NH:4][C:3](=[O:2])[N:12]=1. (3) The catalyst class is: 5. Product: [CH2:1]([O:3][C:4]([CH:6]1[C:15]([CH2:16][NH:31][C@H:23]([C:22]([O:21][CH3:20])=[O:32])[CH2:24][CH:25]2[CH2:30][CH2:29][CH2:28][CH2:27][CH2:26]2)=[CH:14][C:13]2[C:8](=[CH:9][CH:10]=[CH:11][C:12]=2[O:18][CH3:19])[O:7]1)=[O:5])[CH3:2]. Reactant: [CH2:1]([O:3][C:4]([CH:6]1[C:15]([CH:16]=O)=[CH:14][C:13]2[C:8](=[CH:9][CH:10]=[CH:11][C:12]=2[O:18][CH3:19])[O:7]1)=[O:5])[CH3:2].[CH3:20][O:21][C:22](=[O:32])[C@@H:23]([NH2:31])[CH2:24][CH:25]1[CH2:30][CH2:29][CH2:28][CH2:27][CH2:26]1.CCN(C(C)C)C(C)C.C([BH3-])#N.[Na+].C(O)(=O)C.